This data is from Catalyst prediction with 721,799 reactions and 888 catalyst types from USPTO. The task is: Predict which catalyst facilitates the given reaction. (1) Reactant: C(OC([NH:8][C@H:9]([CH2:26][C:27]1[CH:32]=[CH:31][C:30]([C:33]2[CH:38]=[C:37]([Cl:39])[CH:36]=[CH:35][C:34]=2[F:40])=[CH:29][CH:28]=1)[CH2:10][C:11]([O:13][CH:14]([O:16][C:17]([O:19][CH:20]1[CH2:25][CH2:24][CH2:23][CH2:22][CH2:21]1)=[O:18])[CH3:15])=[O:12])=O)(C)(C)C.Cl. Product: [NH2:8][C@H:9]([CH2:26][C:27]1[CH:28]=[CH:29][C:30]([C:33]2[CH:38]=[C:37]([Cl:39])[CH:36]=[CH:35][C:34]=2[F:40])=[CH:31][CH:32]=1)[CH2:10][C:11]([O:13][CH:14]([O:16][C:17]([O:19][CH:20]1[CH2:25][CH2:24][CH2:23][CH2:22][CH2:21]1)=[O:18])[CH3:15])=[O:12]. The catalyst class is: 12. (2) Reactant: ClC(Cl)(O[C:5](=[O:11])OC(Cl)(Cl)Cl)Cl.[NH2:13][C:14]1[CH:19]=[CH:18][C:17]([C:20]#[C:21][C:22]#[N:23])=[CH:16][CH:15]=1.C(N(CC)CC)C.[CH2:31]([NH2:34])[C:32]#[CH:33]. Product: [C:22]([C:21]#[C:20][C:17]1[CH:16]=[CH:15][C:14]([NH:13][C:5]([NH:34][CH2:31][C:32]#[CH:33])=[O:11])=[CH:19][CH:18]=1)#[N:23]. The catalyst class is: 2.